From a dataset of NCI-60 drug combinations with 297,098 pairs across 59 cell lines. Regression. Given two drug SMILES strings and cell line genomic features, predict the synergy score measuring deviation from expected non-interaction effect. (1) Drug 1: CCC(=C(C1=CC=CC=C1)C2=CC=C(C=C2)OCCN(C)C)C3=CC=CC=C3.C(C(=O)O)C(CC(=O)O)(C(=O)O)O. Drug 2: CC1C(C(CC(O1)OC2CC(CC3=C2C(=C4C(=C3O)C(=O)C5=C(C4=O)C(=CC=C5)OC)O)(C(=O)CO)O)N)O.Cl. Cell line: SNB-75. Synergy scores: CSS=33.5, Synergy_ZIP=-2.20, Synergy_Bliss=1.96, Synergy_Loewe=-1.55, Synergy_HSA=3.49. (2) Drug 1: CC1C(C(=O)NC(C(=O)N2CCCC2C(=O)N(CC(=O)N(C(C(=O)O1)C(C)C)C)C)C(C)C)NC(=O)C3=C4C(=C(C=C3)C)OC5=C(C(=O)C(=C(C5=N4)C(=O)NC6C(OC(=O)C(N(C(=O)CN(C(=O)C7CCCN7C(=O)C(NC6=O)C(C)C)C)C)C(C)C)C)N)C. Drug 2: C#CCC(CC1=CN=C2C(=N1)C(=NC(=N2)N)N)C3=CC=C(C=C3)C(=O)NC(CCC(=O)O)C(=O)O. Cell line: HL-60(TB). Synergy scores: CSS=65.3, Synergy_ZIP=-0.283, Synergy_Bliss=-3.27, Synergy_Loewe=0.904, Synergy_HSA=0.928. (3) Synergy scores: CSS=0.838, Synergy_ZIP=0.382, Synergy_Bliss=-0.0584, Synergy_Loewe=-4.11, Synergy_HSA=-6.10. Drug 2: C1CN(P(=O)(OC1)NCCCl)CCCl. Drug 1: C1=CC=C(C=C1)NC(=O)CCCCCCC(=O)NO. Cell line: BT-549. (4) Drug 1: CC1=C2C(C(=O)C3(C(CC4C(C3C(C(C2(C)C)(CC1OC(=O)C(C(C5=CC=CC=C5)NC(=O)OC(C)(C)C)O)O)OC(=O)C6=CC=CC=C6)(CO4)OC(=O)C)OC)C)OC. Drug 2: CCCS(=O)(=O)NC1=C(C(=C(C=C1)F)C(=O)C2=CNC3=C2C=C(C=N3)C4=CC=C(C=C4)Cl)F. Synergy scores: CSS=13.6, Synergy_ZIP=-0.251, Synergy_Bliss=6.28, Synergy_Loewe=0.679, Synergy_HSA=5.27. Cell line: NCI/ADR-RES. (5) Drug 1: CC1=C2C(C(=O)C3(C(CC4C(C3C(C(C2(C)C)(CC1OC(=O)C(C(C5=CC=CC=C5)NC(=O)OC(C)(C)C)O)O)OC(=O)C6=CC=CC=C6)(CO4)OC(=O)C)OC)C)OC. Drug 2: C1=NC(=NC(=O)N1C2C(C(C(O2)CO)O)O)N. Cell line: A498. Synergy scores: CSS=35.6, Synergy_ZIP=2.05, Synergy_Bliss=4.57, Synergy_Loewe=-1.14, Synergy_HSA=5.93. (6) Drug 1: CC1=C(C(CCC1)(C)C)C=CC(=CC=CC(=CC(=O)O)C)C. Drug 2: CC12CCC3C(C1CCC2O)C(CC4=C3C=CC(=C4)O)CCCCCCCCCS(=O)CCCC(C(F)(F)F)(F)F. Cell line: UACC62. Synergy scores: CSS=9.96, Synergy_ZIP=-1.76, Synergy_Bliss=2.13, Synergy_Loewe=0.434, Synergy_HSA=1.36.